This data is from Forward reaction prediction with 1.9M reactions from USPTO patents (1976-2016). The task is: Predict the product of the given reaction. (1) Given the reactants [Cl:1][CH2:2][CH2:3][CH2:4][CH2:5][N:6]1[CH:11]=[C:10]([C:12]2[CH:17]=[CH:16][CH:15]=[C:14]([CH3:18])[N:13]=2)[C:9](=[O:19])[NH:8][C:7]1=[O:20].[F:21][C:22]([F:36])([F:35])[C:23]1[CH:28]=[CH:27][C:26]([C@:29]23[CH2:34][C@H:33]2[CH2:32][NH:31][CH2:30]3)=[CH:25][CH:24]=1.CCN(C(C)C)C(C)C, predict the reaction product. The product is: [ClH:1].[ClH:1].[CH3:18][C:14]1[N:13]=[C:12]([C:10]2[C:9](=[O:19])[NH:8][C:7](=[O:20])[N:6]([CH2:5][CH2:4][CH2:3][CH2:2][N:31]3[CH2:32][C@H:33]4[C@:29]([C:26]5[CH:25]=[CH:24][C:23]([C:22]([F:21])([F:36])[F:35])=[CH:28][CH:27]=5)([CH2:34]4)[CH2:30]3)[CH:11]=2)[CH:17]=[CH:16][CH:15]=1. (2) Given the reactants C(OC1C=CC(C([NH2:11])=O)=CC=1N=C=S)(C)C.[C:17]([O:21][C:22]1[CH:30]=[CH:29][C:25]([C:26]([NH2:28])=[O:27])=[CH:24][C:23]=1[N:31]=[C:32]=[S:33])([CH3:20])([CH3:19])[CH3:18], predict the reaction product. The product is: [C:17]([O:21][C:22]1[CH:30]=[CH:29][C:25]([C:26]([NH2:28])=[O:27])=[CH:24][C:23]=1[NH:31][C:32]([NH2:11])=[S:33])([CH3:20])([CH3:18])[CH3:19]. (3) The product is: [CH3:19][C@H:20]1[CH2:25][O:24][CH2:23][CH2:22][N:21]1[C:26]1[CH:31]=[C:30]([CH2:32][S:7][C:1]2[CH:6]=[CH:5][CH:4]=[CH:3][CH:2]=2)[N:29]=[C:28]([C:38]2[CH:39]=[CH:40][C:41]([NH:44][C:45]([NH:47][C:48]3[CH:53]=[CH:52][CH:51]=[CH:50][CH:49]=3)=[O:46])=[CH:42][CH:43]=2)[N:27]=1. Given the reactants [C:1]1([SH:7])[CH:6]=[CH:5][CH:4]=[CH:3][CH:2]=1.C1CCN2C(=NCCC2)CC1.[CH3:19][C@H:20]1[CH2:25][O:24][CH2:23][CH2:22][N:21]1[C:26]1[CH:31]=[C:30]([CH2:32]OS(C)(=O)=O)[N:29]=[C:28]([C:38]2[CH:43]=[CH:42][C:41]([NH:44][C:45]([NH:47][C:48]3[CH:53]=[CH:52][CH:51]=[CH:50][CH:49]=3)=[O:46])=[CH:40][CH:39]=2)[N:27]=1, predict the reaction product.